This data is from Forward reaction prediction with 1.9M reactions from USPTO patents (1976-2016). The task is: Predict the product of the given reaction. (1) Given the reactants Br[C:2]1[CH:3]=[C:4]([S:12]([NH2:15])(=[O:14])=[O:13])[CH:5]=[C:6]([CH:10]=[O:11])[C:7]=1[O:8][CH3:9].[NH:16]([C:20]1[CH:21]=[C:22](B(O)O)[CH:23]=[CH:24][CH:25]=1)[C:17]([NH2:19])=[O:18], predict the reaction product. The product is: [CH:10]([C:6]1[CH:5]=[C:4]([S:12]([NH2:15])(=[O:14])=[O:13])[CH:3]=[C:2]([C:24]2[CH:23]=[CH:22][CH:21]=[C:20]([NH:16][C:17]([NH2:19])=[O:18])[CH:25]=2)[C:7]=1[O:8][CH3:9])=[O:11]. (2) Given the reactants [F:1][C:2]1[C:3]([C:22](OC)=[O:23])=[CH:4][N:5]([S:13]([C:16]2[CH:17]=[N:18][CH:19]=[CH:20][CH:21]=2)(=[O:15])=[O:14])[C:6]=1[C:7]1[CH:12]=[CH:11][CH:10]=[CH:9][CH:8]=1.[H-].C([Al+]CC(C)C)C(C)C.O.C(OCC)(=O)C, predict the reaction product. The product is: [F:1][C:2]1[C:3]([CH:22]=[O:23])=[CH:4][N:5]([S:13]([C:16]2[CH:17]=[N:18][CH:19]=[CH:20][CH:21]=2)(=[O:15])=[O:14])[C:6]=1[C:7]1[CH:12]=[CH:11][CH:10]=[CH:9][CH:8]=1. (3) The product is: [CH3:1][C:2]([CH3:18])([CH3:17])[C:3]([O:5][C:6]1[CH:11]=[C:10]([NH2:12])[CH:9]=[CH:8][C:7]=1[O:15][CH3:16])=[O:4]. Given the reactants [CH3:1][C:2]([CH3:18])([CH3:17])[C:3]([O:5][C:6]1[CH:11]=[C:10]([N+:12]([O-])=O)[CH:9]=[CH:8][C:7]=1[O:15][CH3:16])=[O:4].[H][H], predict the reaction product. (4) Given the reactants [F:1][CH:2]([F:32])[C:3]1[N:7]([C:8]2[N:13]=[C:12]([N:14]3[CH2:19][CH2:18][O:17][CH2:16][CH2:15]3)[N:11]=[C:10]([N:20]3[CH2:25][CH2:24][NH:23][CH2:22][CH2:21]3)[N:9]=2)[C:6]2[CH:26]=[CH:27][CH:28]=[C:29]([O:30][CH3:31])[C:5]=2[N:4]=1.[CH3:33][S:34](Cl)(=[O:36])=[O:35].O, predict the reaction product. The product is: [F:32][CH:2]([F:1])[C:3]1[N:7]([C:8]2[N:9]=[C:10]([N:20]3[CH2:25][CH2:24][N:23]([S:34]([CH3:33])(=[O:36])=[O:35])[CH2:22][CH2:21]3)[N:11]=[C:12]([N:14]3[CH2:15][CH2:16][O:17][CH2:18][CH2:19]3)[N:13]=2)[C:6]2[CH:26]=[CH:27][CH:28]=[C:29]([O:30][CH3:31])[C:5]=2[N:4]=1. (5) The product is: [N+:2]([C:5]1[CH:6]=[CH:7][C:8]([C:9](=[NH:12])[NH:26][NH:25][C:22]2[CH:23]=[CH:24][C:19]([O:18][C:17]([F:16])([F:28])[F:27])=[CH:20][CH:21]=2)=[CH:13][CH:14]=1)([O-:4])=[O:3]. Given the reactants Cl.[N+:2]([C:5]1[CH:14]=[CH:13][C:8]([C:9](=[NH:12])OC)=[CH:7][CH:6]=1)([O-:4])=[O:3].Cl.[F:16][C:17]([F:28])([F:27])[O:18][C:19]1[CH:24]=[CH:23][C:22]([NH:25][NH2:26])=[CH:21][CH:20]=1, predict the reaction product. (6) Given the reactants [Cl:1][C:2]1[CH:3]=[C:4]([NH:10][C:11]2[N:16]=[CH:15][C:14]([N:17]3[CH2:22][CH2:21][N:20](C(OC(C)(C)C)=O)[CH2:19][C@@H:18]3[CH3:30])=[CH:13][CH:12]=2)[C:5]([O:8]C)=[N:6][CH:7]=1, predict the reaction product. The product is: [Cl:1][C:2]1[CH:3]=[C:4]([NH:10][C:11]2[CH:12]=[CH:13][C:14]([N:17]3[CH2:22][CH2:21][NH:20][CH2:19][C@@H:18]3[CH3:30])=[CH:15][N:16]=2)[C:5](=[O:8])[NH:6][CH:7]=1. (7) Given the reactants Cl[C:2]1[NH:21][C:5]2=[CH:6][C:7]3[C:8]([CH3:20])([CH3:19])[C:9](=[O:18])[N:10]([CH2:13][CH2:14][CH2:15][CH2:16][CH3:17])[C:11]=3[CH:12]=[C:4]2[N:3]=1.[CH2:22]([NH2:29])[C:23]1[CH:28]=[CH:27][CH:26]=[CH:25][CH:24]=1, predict the reaction product. The product is: [CH2:22]([NH:29][C:2]1[NH:21][C:5]2=[CH:6][C:7]3[C:8]([CH3:20])([CH3:19])[C:9](=[O:18])[N:10]([CH2:13][CH2:14][CH2:15][CH2:16][CH3:17])[C:11]=3[CH:12]=[C:4]2[N:3]=1)[C:23]1[CH:28]=[CH:27][CH:26]=[CH:25][CH:24]=1. (8) Given the reactants [C:1]([O:5][C:6]([C:8]1[CH:13]=[CH:12][C:11]([C:14]2[C:15]([C:29]([O:31][CH2:32][CH3:33])=[O:30])=[N:16][N:17]([C:23]3[CH:28]=[CH:27][CH:26]=[CH:25][CH:24]=3)[C:18]=2[CH2:19][CH2:20][CH2:21][CH3:22])=[C:10]([C:34]([N:36]2[CH2:45][CH2:44][C:43]3[C:38](=[CH:39][CH:40]=[CH:41][CH:42]=3)[CH2:37]2)=[O:35])[CH:9]=1)=[O:7])([CH3:4])([CH3:3])[CH3:2].[CH2:46]([O:48][C:49](=[O:63])/C=N/NC1C=C(C=CC=1)[C:49]([O:48][CH3:46])=[O:63])C.[N+](C(CCCC)=CC1C=CC(C(OC(C)(C)C)=O)=CC=1C(N1CCC2C(=CC=CC=2)C1)=O)([O-])=O, predict the reaction product. The product is: [C:1]([O:5][C:6]([C:8]1[CH:13]=[CH:12][C:11]([C:14]2[C:15]([C:29]([O:31][CH2:32][CH3:33])=[O:30])=[N:16][N:17]([C:23]3[CH:28]=[CH:27][CH:26]=[C:25]([C:49]([O:48][CH3:46])=[O:63])[CH:24]=3)[C:18]=2[CH2:19][CH2:20][CH2:21][CH3:22])=[C:10]([C:34]([N:36]2[CH2:45][CH2:44][C:43]3[C:38](=[CH:39][CH:40]=[CH:41][CH:42]=3)[CH2:37]2)=[O:35])[CH:9]=1)=[O:7])([CH3:3])([CH3:4])[CH3:2].